Dataset: Full USPTO retrosynthesis dataset with 1.9M reactions from patents (1976-2016). Task: Predict the reactants needed to synthesize the given product. (1) The reactants are: Cl[C:2]1[C:7]([Cl:8])=[CH:6][C:5]([N+:9]([O-:11])=[O:10])=[CH:4][N:3]=1.[F:12][C:13]([F:17])([F:16])[CH2:14][OH:15].C(=O)([O-])[O-].[K+].[K+]. Given the product [Cl:8][C:7]1[C:2]([O:15][CH2:14][C:13]([F:17])([F:16])[F:12])=[N:3][CH:4]=[C:5]([N+:9]([O-:11])=[O:10])[CH:6]=1, predict the reactants needed to synthesize it. (2) Given the product [NH2:14][C:11]1[N:10]=[CH:9][C:8]([C:7]2[CH:6]=[CH:5][C:4]([C:15]3[C:16]([OH:25])=[CH:17][C:18]([C:21]([F:24])([F:22])[F:23])=[CH:19][CH:20]=3)=[CH:3][C:2]=2[F:1])=[CH:13][N:12]=1, predict the reactants needed to synthesize it. The reactants are: [F:1][C:2]1[CH:3]=[C:4]([C:15]2[CH:20]=[CH:19][C:18]([C:21]([F:24])([F:23])[F:22])=[CH:17][C:16]=2[O:25]COCC[Si](C)(C)C)[CH:5]=[CH:6][C:7]=1[C:8]1[CH:9]=[N:10][C:11]([NH2:14])=[N:12][CH:13]=1.C(O)(=O)C.Cl. (3) The reactants are: [CH2:1]([N:8]1[C:20]2[CH:19]=[C:18]([C:21]3[C:22]([CH3:27])=[N:23][O:24][C:25]=3[CH3:26])[CH:17]=[C:16]([C:28]([O:30]C)=[O:29])[C:15]=2[C:14]2[C:9]1=[CH:10][CH:11]=[C:12]([O:32][CH3:33])[CH:13]=2)[C:2]1[CH:7]=[CH:6][CH:5]=[CH:4][CH:3]=1.[OH-].[Na+]. Given the product [CH2:1]([N:8]1[C:20]2[CH:19]=[C:18]([C:21]3[C:22]([CH3:27])=[N:23][O:24][C:25]=3[CH3:26])[CH:17]=[C:16]([C:28]([OH:30])=[O:29])[C:15]=2[C:14]2[C:9]1=[CH:10][CH:11]=[C:12]([O:32][CH3:33])[CH:13]=2)[C:2]1[CH:3]=[CH:4][CH:5]=[CH:6][CH:7]=1, predict the reactants needed to synthesize it. (4) Given the product [C:1]([O:5][C:6]([N:8]1[CH2:13][CH2:12][CH:11]([C:14]2[CH:15]=[CH:16][C:17]([O:20][CH2:21][CH2:22][CH2:23][O:24][CH2:25][C:26]3[CH:31]=[CH:30][CH:29]=[CH:28][C:27]=3[O:32][CH3:33])=[CH:18][CH:19]=2)[CH:10]([NH:34][C:35]([C:37]2[CH:46]=[C:45]3[C:40]([CH2:41][CH2:42][CH2:43][N:44]3[CH2:48][C:49](=[O:50])[N:51]([CH3:53])[CH3:52])=[CH:39][CH:38]=2)=[O:36])[CH2:9]1)=[O:7])([CH3:4])([CH3:2])[CH3:3], predict the reactants needed to synthesize it. The reactants are: [C:1]([O:5][C:6]([N:8]1[CH2:13][CH2:12][CH:11]([C:14]2[CH:19]=[CH:18][C:17]([O:20][CH2:21][CH2:22][CH2:23][O:24][CH2:25][C:26]3[CH:31]=[CH:30][CH:29]=[CH:28][C:27]=3[O:32][CH3:33])=[CH:16][CH:15]=2)[CH:10]([NH:34][C:35]([C:37]2[CH:46]=[C:45]3[C:40]([CH2:41][CH2:42][CH2:43][NH:44]3)=[CH:39][CH:38]=2)=[O:36])[CH2:9]1)=[O:7])([CH3:4])([CH3:3])[CH3:2].Cl[CH2:48][C:49]([N:51]([CH3:53])[CH3:52])=[O:50].C([O-])([O-])=O.[Cs+].[Cs+]. (5) The reactants are: [CH3:1][C:2]1[C:10]2[NH:9][C:8](=[O:11])[NH:7][C:6]=2[CH:5]=[CH:4][CH:3]=1.[H-].[Na+].[CH2:14](I)[CH3:15].C(=O)([O-])O.[Na+]. Given the product [CH2:14]([N:7]1[C:6]2[CH:5]=[CH:4][CH:3]=[C:2]([CH3:1])[C:10]=2[NH:9][C:8]1=[O:11])[CH3:15], predict the reactants needed to synthesize it. (6) Given the product [Cl:2][C:3]1[CH:8]=[CH:7][C:6]([NH:9][C:10]([NH2:1])=[S:11])=[CH:5][C:4]=1[C:12]([F:15])([F:13])[F:14], predict the reactants needed to synthesize it. The reactants are: [NH3:1].[Cl:2][C:3]1[CH:8]=[CH:7][C:6]([N:9]=[C:10]=[S:11])=[CH:5][C:4]=1[C:12]([F:15])([F:14])[F:13]. (7) Given the product [Cl:12][C:13]1[CH:21]=[CH:20][CH:19]=[CH:18][C:14]=1[C:15]1[N:6]=[C:4]([N:25]2[CH2:24][CH2:23][N:22]([C:28]([O:30][CH2:31][CH3:32])=[O:29])[CH2:27][CH2:26]2)[C:3]2[C:2](=[CH:10][CH:9]=[CH:8][C:7]=2[CH3:11])[N:1]=1, predict the reactants needed to synthesize it. The reactants are: [NH2:1][C:2]1[CH:10]=[CH:9][CH:8]=[C:7]([CH3:11])[C:3]=1[C:4]([NH2:6])=O.[Cl:12][C:13]1[CH:21]=[CH:20][CH:19]=[CH:18][C:14]=1[C:15](Cl)=O.[N:22]1([C:28]([O:30][CH2:31][CH3:32])=[O:29])[CH2:27][CH2:26][NH:25][CH2:24][CH2:23]1.